Dataset: Catalyst prediction with 721,799 reactions and 888 catalyst types from USPTO. Task: Predict which catalyst facilitates the given reaction. (1) Product: [CH3:22][C:20]1[N:9]=[C:7]([C:6]2[CH:10]=[CH:11][C:3]([C:2]([F:1])([F:12])[F:13])=[CH:4][CH:5]=2)[S:8][C:15]=1[C:16]([O:18][CH3:19])=[O:17]. The catalyst class is: 7. Reactant: [F:1][C:2]([F:13])([F:12])[C:3]1[CH:11]=[CH:10][C:6]([C:7]([NH2:9])=[S:8])=[CH:5][CH:4]=1.Cl[CH:15]([C:20]([CH3:22])=O)[C:16]([O:18][CH3:19])=[O:17].[OH-].[Na+]. (2) Reactant: [Cl:1][C:2]1[CH:3]=[CH:4][C:5]([NH2:9])=[C:6]([OH:8])[CH:7]=1.[C:10](N1C=CN=C1)(=[O:12])[CH3:11]. Product: [Cl:1][C:2]1[CH:3]=[CH:4][C:5]([NH:9][C:10](=[O:12])[CH3:11])=[C:6]([OH:8])[CH:7]=1. The catalyst class is: 1. (3) Reactant: [NH2:1][C:2]1[CH:7]=[C:6]([CH3:8])[CH:5]=[CH:4][N:3]=1.[Cl:9][C:10]1[N:11]=[C:12](Cl)[C:13]2[N:18]([CH2:19][CH2:20][O:21][CH2:22][CH3:23])[N:17]=[C:16]([CH2:24][CH3:25])[C:14]=2[N:15]=1.[Li]N([Si](C)(C)C)[Si](C)(C)C.C(O)(=O)CC(CC(O)=O)(C(O)=O)O. The catalyst class is: 1. Product: [Cl:9][C:10]1[N:11]=[C:12]([NH:1][C:2]2[CH:7]=[C:6]([CH3:8])[CH:5]=[CH:4][N:3]=2)[C:13]2[N:18]([CH2:19][CH2:20][O:21][CH2:22][CH3:23])[N:17]=[C:16]([CH2:24][CH3:25])[C:14]=2[N:15]=1. (4) Reactant: [N+:1]([C:4]1[CH:5]=[C:6]([C:10]2[N:11]=[C:12]([C@H:15]3[CH2:20][CH2:19][CH2:18][CH2:17][N:16]3[C:21](=[O:30])[CH2:22][O:23][C:24]3[CH:29]=[CH:28][CH:27]=[CH:26][CH:25]=3)[NH:13][N:14]=2)[CH:7]=[CH:8][CH:9]=1)([O-])=O.[NH4+].[Cl-]. Product: [NH2:1][C:4]1[CH:5]=[C:6]([C:10]2[N:11]=[C:12]([C@H:15]3[CH2:20][CH2:19][CH2:18][CH2:17][N:16]3[C:21](=[O:30])[CH2:22][O:23][C:24]3[CH:25]=[CH:26][CH:27]=[CH:28][CH:29]=3)[NH:13][N:14]=2)[CH:7]=[CH:8][CH:9]=1. The catalyst class is: 284. (5) Reactant: [C:1]1([CH:7]2[S:12][CH2:11][CH2:10][CH2:9][S:8]2)[CH:6]=[CH:5][CH:4]=[CH:3][CH:2]=1.C([Li])CCC.[C:18]([O:22][C:23](=[O:30])[NH:24][C:25]([CH3:29])([CH3:28])[CH:26]=[O:27])([CH3:21])([CH3:20])[CH3:19].C(O)(=O)C. Product: [C:18]([O:22][C:23](=[O:30])[NH:24][C:25]([CH3:29])([CH3:28])[CH:26]([OH:27])[C:7]1([C:1]2[CH:2]=[CH:3][CH:4]=[CH:5][CH:6]=2)[S:8][CH2:9][CH2:10][CH2:11][S:12]1)([CH3:21])([CH3:19])[CH3:20]. The catalyst class is: 1. (6) Reactant: [H-].[Na+].[N:3]1[N:7]2[CH2:8][CH2:9][CH2:10][NH:11][C:6]2=[C:5]([CH:12]=[O:13])[CH:4]=1.[C:14](O[C:14]([O:16][C:17]([CH3:20])([CH3:19])[CH3:18])=[O:15])([O:16][C:17]([CH3:20])([CH3:19])[CH3:18])=[O:15].O. Product: [CH:12]([C:5]1[CH:4]=[N:3][N:7]2[CH2:8][CH2:9][CH2:10][N:11]([C:14]([O:16][C:17]([CH3:20])([CH3:19])[CH3:18])=[O:15])[C:6]=12)=[O:13]. The catalyst class is: 54.